This data is from Peptide-MHC class I binding affinity with 185,985 pairs from IEDB/IMGT. The task is: Regression. Given a peptide amino acid sequence and an MHC pseudo amino acid sequence, predict their binding affinity value. This is MHC class I binding data. (1) The peptide sequence is RVISDGYFK. The MHC is HLA-A68:01 with pseudo-sequence HLA-A68:01. The binding affinity (normalized) is 0.718. (2) The peptide sequence is RMIESRMSK. The MHC is HLA-A02:06 with pseudo-sequence HLA-A02:06. The binding affinity (normalized) is 0.0847. (3) The peptide sequence is RDGVKRLEE. The MHC is HLA-A24:02 with pseudo-sequence HLA-A24:02. The binding affinity (normalized) is 0. (4) The peptide sequence is KVTAASPMLY. The MHC is HLA-A33:01 with pseudo-sequence HLA-A33:01. The binding affinity (normalized) is 0.0645. (5) The peptide sequence is KLEGKIVQY. The MHC is HLA-B15:01 with pseudo-sequence HLA-B15:01. The binding affinity (normalized) is 0.553. (6) The peptide sequence is ELDEIGEDV. The MHC is HLA-A01:01 with pseudo-sequence HLA-A01:01. The binding affinity (normalized) is 0.0847. (7) The peptide sequence is VLYNTEKGR. The MHC is HLA-A68:01 with pseudo-sequence HLA-A68:01. The binding affinity (normalized) is 0.342.